Dataset: Forward reaction prediction with 1.9M reactions from USPTO patents (1976-2016). Task: Predict the product of the given reaction. Given the reactants [NH2:1][C:2]1[N:10]=[C:9]([C:11]2[C:19]3[C:14](=[N:15][CH:16]=[CH:17][CH:18]=3)[N:13]([CH2:20][C:21]3[CH:26]=[CH:25][CH:24]=[CH:23][C:22]=3[F:27])[N:12]=2)[N:8]=[C:7]2[C:3]=1[NH:4][C:5](=[O:28])[NH:6]2.[CH3:29][CH2:30]N(P1(N(C)CCCN1C)=NC(C)(C)C)CC.C(I)C, predict the reaction product. The product is: [NH2:1][C:2]1[N:10]=[C:9]([C:11]2[C:19]3[C:14](=[N:15][CH:16]=[CH:17][CH:18]=3)[N:13]([CH2:20][C:21]3[CH:26]=[CH:25][CH:24]=[CH:23][C:22]=3[F:27])[N:12]=2)[N:8]=[C:7]2[C:3]=1[NH:4][C:5](=[O:28])[N:6]2[CH2:29][CH3:30].